From a dataset of Reaction yield outcomes from USPTO patents with 853,638 reactions. Predict the reaction yield, written as a fraction of the theoretical maximum amount of product (1.0 means a 100% yield; for example, 0.34 means a 34% yield). The reactants are [Cl:1][C:2]1[N:7]=[C:6](Cl)[CH:5]=[CH:4][N:3]=1.[CH3:9][C@@H:10]1[N:15]([S:16]([C:19]2[CH:24]=[CH:23][CH:22]=[C:21](B3OC(C)(C)C(C)(C)O3)[CH:20]=2)(=[O:18])=[O:17])[CH2:14][CH2:13][N:12]([C:34]([O:36][C:37]([CH3:40])([CH3:39])[CH3:38])=[O:35])[CH2:11]1. No catalyst specified. The product is [Cl:1][C:2]1[N:7]=[C:6]([C:23]2[CH:24]=[C:19]([S:16]([N:15]3[CH2:14][CH2:13][N:12]([C:34]([O:36][C:37]([CH3:40])([CH3:39])[CH3:38])=[O:35])[CH2:11][C@@H:10]3[CH3:9])(=[O:18])=[O:17])[CH:20]=[CH:21][CH:22]=2)[CH:5]=[CH:4][N:3]=1. The yield is 0.900.